From a dataset of Forward reaction prediction with 1.9M reactions from USPTO patents (1976-2016). Predict the product of the given reaction. (1) Given the reactants ClCCl.C([O-])(=O)C.[K+].[B:18]1([B:18]2[O:22][C:21]([CH3:24])([CH3:23])[C:20]([CH3:26])([CH3:25])[O:19]2)[O:22][C:21]([CH3:24])([CH3:23])[C:20]([CH3:26])([CH3:25])[O:19]1.Br[C:28]1[CH:29]=[C:30]([C:37]([F:40])([F:39])[F:38])[C:31]([O:34][CH2:35][CH3:36])=[N:32][CH:33]=1, predict the reaction product. The product is: [CH2:35]([O:34][C:31]1[C:30]([C:37]([F:40])([F:38])[F:39])=[CH:29][C:28]([B:18]2[O:19][C:20]([CH3:25])([CH3:26])[C:21]([CH3:23])([CH3:24])[O:22]2)=[CH:33][N:32]=1)[CH3:36]. (2) The product is: [CH3:33][N:34]([CH2:36][C:37]1[CH:42]=[CH:41][N:40]=[C:39]([O:26][C@H:23]2[CH2:24][CH2:25][C@H:20]([N:10]([C:11]([CH:13]3[CH2:18][CH2:17][C:16]([CH3:19])=[CH:15][CH2:14]3)=[O:12])[C:9]3[CH:8]=[C:7]([C:27]#[C:28][C:29]([CH3:30])([CH3:31])[CH3:32])[S:6][C:5]=3[C:3]([OH:2])=[O:4])[CH2:21][CH2:22]2)[CH:38]=1)[CH3:35]. Given the reactants C[O:2][C:3]([C:5]1[S:6][C:7]([C:27]#[C:28][C:29]([CH3:32])([CH3:31])[CH3:30])=[CH:8][C:9]=1[N:10]([C@H:20]1[CH2:25][CH2:24][C@H:23]([OH:26])[CH2:22][CH2:21]1)[C:11]([CH:13]1[CH2:18][CH2:17][C:16]([CH3:19])=[CH:15][CH2:14]1)=[O:12])=[O:4].[CH3:33][N:34]([CH2:36][C:37]1[CH:42]=[CH:41][N:40]=[C:39](F)[CH:38]=1)[CH3:35].[H-].[Na+].C(O)(=O)CC(CC(O)=O)(C(O)=O)O, predict the reaction product. (3) Given the reactants [N:1]1([C:7]2[CH:12]=[C:11]([OH:13])[CH:10]=[CH:9][N:8]=2)[CH2:6][CH2:5][O:4][CH2:3][CH2:2]1.Cl[C:15]1[N:16]=[C:17]([OH:25])[C:18]2[CH:24]=[CH:23][N:22]=[CH:21][C:19]=2[N:20]=1, predict the reaction product. The product is: [N:1]1([C:7]2[CH:12]=[C:11]([O:13][C:15]3[N:16]=[C:17]([OH:25])[C:18]4[CH:24]=[CH:23][N:22]=[CH:21][C:19]=4[N:20]=3)[CH:10]=[CH:9][N:8]=2)[CH2:2][CH2:3][O:4][CH2:5][CH2:6]1. (4) The product is: [NH:10]1[C:2]2=[N:9][CH:8]=[CH:7][CH:6]=[C:3]2[CH:4]=[N:11]1. Given the reactants Cl[C:2]1[N:9]=[CH:8][CH:7]=[CH:6][C:3]=1[CH:4]=O.[NH2:10][NH2:11], predict the reaction product. (5) Given the reactants [F:1][C@@H:2]1[CH2:6][N:5]([C:7]2[N:15]=[C:14]3[C:10]([N:11]=[CH:12][N:13]3[CH:16]([CH3:18])[CH3:17])=[C:9]([NH:19][C:20]3[CH:21]=[N:22][N:23]([CH3:25])[CH:24]=3)[N:8]=2)[CH2:4][C@H:3]1[NH:26]C(=O)OCC1C=CC=CC=1.C([O-])=O.[NH4+].O, predict the reaction product. The product is: [NH2:26][C@H:3]1[C@H:2]([F:1])[CH2:6][N:5]([C:7]2[N:15]=[C:14]3[C:10]([N:11]=[CH:12][N:13]3[CH:16]([CH3:18])[CH3:17])=[C:9]([NH:19][C:20]3[CH:21]=[N:22][N:23]([CH3:25])[CH:24]=3)[N:8]=2)[CH2:4]1. (6) Given the reactants C(OC([N:8]([CH2:13][C:14]1[CH:15]=[C:16]([CH:20]=[C:21]([CH3:23])[CH:22]=1)[C:17]([OH:19])=O)[CH2:9][CH2:10][CH2:11][CH3:12])=O)(C)(C)C.CN(C(ON1N=NC2C=CC=CC1=2)=[N+](C)C)C.F[P-](F)(F)(F)(F)F.C1C=CC2N(O)N=NC=2C=1.C(N(CC)C(C)C)(C)C.[NH2:67][C@@H:68]([CH2:82][C:83]1[CH:88]=[C:87]([F:89])[CH:86]=[C:85]([F:90])[CH:84]=1)[C@H:69]([OH:81])[CH2:70][NH:71][CH2:72][C:73]1[CH:78]=[CH:77][CH:76]=[C:75]([CH2:79][CH3:80])[CH:74]=1.[ClH:91], predict the reaction product. The product is: [ClH:91].[ClH:91].[CH2:9]([NH:8][CH2:13][C:14]1[CH:15]=[C:16]([CH:20]=[C:21]([CH3:23])[CH:22]=1)[C:17]([NH:67][C@@H:68]([CH2:82][C:83]1[CH:84]=[C:85]([F:90])[CH:86]=[C:87]([F:89])[CH:88]=1)[C@H:69]([OH:81])[CH2:70][NH:71][CH2:72][C:73]1[CH:78]=[CH:77][CH:76]=[C:75]([CH2:79][CH3:80])[CH:74]=1)=[O:19])[CH2:10][CH2:11][CH3:12]. (7) Given the reactants [C:1]1([CH3:7])[CH:6]=CC=[CH:3][CH:2]=1.[CH2:8]=[CH:9][C:10]1[CH:15]=[CH:14][CH:13]=[CH:12][CH:11]=1.C=CC(=C)C, predict the reaction product. The product is: [CH2:3]=[CH:2][C:1](=[CH2:6])[CH3:7].[CH2:8]=[CH:9][C:10]1[CH:15]=[CH:14][CH:13]=[CH:12][CH:11]=1. (8) Given the reactants [CH2:1]([O:3][C:4]([C:6]1[C:12]2[NH:13][C:14]3[CH:15]=[CH:16][C:17](F)=[CH:18][C:19]=3[C:11]=2[C:10](C)(C)[CH2:9][N:8]([C:23](=[O:31])[C:24]2[CH:29]=[CH:28][C:27]([F:30])=[CH:26][CH:25]=2)[CH:7]=1)=[O:5])[CH3:2].C([O:34]C(C1C2NC3C=CC(N)=CC=3C=2C(C)(C)CN(C(=O)C2C=CC(F)=CC=2)C=1)=O)C.[H+].[B-](F)(F)(F)F.O, predict the reaction product. The product is: [CH2:1]([O:3][C:4]([C:6]1[C:12]2[NH:13][C:14]3[C:15]([OH:34])=[CH:16][CH:17]=[CH:18][C:19]=3[C:11]=2[CH2:10][CH2:9][N:8]([C:23](=[O:31])[C:24]2[CH:25]=[CH:26][C:27]([F:30])=[CH:28][CH:29]=2)[CH:7]=1)=[O:5])[CH3:2]. (9) The product is: [CH2:14]([O:13][C:12](=[O:16])[NH:1][C:2]1[CH:3]=[C:4]2[C:8](=[CH:9][CH:10]=1)[C:7](=[O:11])[CH2:6][CH2:5]2)[CH3:15]. Given the reactants [NH2:1][C:2]1[CH:3]=[C:4]2[C:8](=[CH:9][CH:10]=1)[C:7](=[O:11])[CH2:6][CH2:5]2.[C:12](O[C:12]([O:13][CH2:14][CH3:15])=[O:16])(=[O:16])[O:13][CH2:14][CH3:15], predict the reaction product. (10) Given the reactants Cl.[F:2][C:3]([F:10])([F:9])[C@@:4]([CH3:8])([NH2:7])[CH2:5][NH2:6].O.[OH-].[Na+], predict the reaction product. The product is: [F:2][C:3]([F:10])([F:9])[C@@:4]([CH3:8])([NH2:7])[CH2:5][NH2:6].